From a dataset of CYP2C19 inhibition data for predicting drug metabolism from PubChem BioAssay. Regression/Classification. Given a drug SMILES string, predict its absorption, distribution, metabolism, or excretion properties. Task type varies by dataset: regression for continuous measurements (e.g., permeability, clearance, half-life) or binary classification for categorical outcomes (e.g., BBB penetration, CYP inhibition). Dataset: cyp2c19_veith. (1) The molecule is CCCN(CCC)[C@@H]1CCc2c(OC)cccc2[C@@H]1C. The result is 0 (non-inhibitor). (2) The molecule is C[C@@H](C(=O)NCCF)[C@H]1C[C@]1(C)[C@H](NC(=O)OCc1ccccc1)c1ccccc1. The result is 1 (inhibitor). (3) The molecule is CCCCC/C=C\C[C@H](O)/C=C\c1cccc(C[C@H](O)CCCCO)n1. The result is 0 (non-inhibitor). (4) The molecule is COc1ccc(CCNC(=O)CCCCCN2C(=O)c3ccccc3C2=O)cc1. The result is 1 (inhibitor). (5) The molecule is COc1ccc(-n2c(C)n[nH]c2=O)cc1. The result is 0 (non-inhibitor). (6) The drug is O=C(O)c1cc(=O)c2ccc(Cl)cc2[nH]1. The result is 0 (non-inhibitor). (7) The molecule is CCCNC(=O)NS(=O)(=O)c1ccc(Cl)cc1. The result is 0 (non-inhibitor). (8) The molecule is COc1ccc(NC(=O)CSc2nc3ccccc3cc2Cc2ccccc2)cc1. The result is 1 (inhibitor). (9) The compound is CC(C)(S)[C@H](N)C(=O)O. The result is 0 (non-inhibitor). (10) The drug is CC(C)NS(=O)(=O)c1ccc(NC(=S)NC(=O)c2ccc(-c3ccccc3)cc2)cc1. The result is 1 (inhibitor).